The task is: Regression. Given two drug SMILES strings and cell line genomic features, predict the synergy score measuring deviation from expected non-interaction effect.. This data is from NCI-60 drug combinations with 297,098 pairs across 59 cell lines. Drug 1: C1=C(C(=O)NC(=O)N1)N(CCCl)CCCl. Drug 2: CC1=C(C(=CC=C1)Cl)NC(=O)C2=CN=C(S2)NC3=CC(=NC(=N3)C)N4CCN(CC4)CCO. Cell line: LOX IMVI. Synergy scores: CSS=57.6, Synergy_ZIP=-1.42, Synergy_Bliss=0.656, Synergy_Loewe=3.00, Synergy_HSA=6.19.